Predict the reactants needed to synthesize the given product. From a dataset of Full USPTO retrosynthesis dataset with 1.9M reactions from patents (1976-2016). (1) Given the product [C:3]1([NH:9][C:10]([C:12]2[S:16][C:15]([NH:17][C:18]3[CH:23]=[CH:22][C:21]([C:24](=[O:33])/[CH:25]=[CH:26]/[CH2:27][N:28]4[CH2:29][CH2:30][CH2:31][CH2:32]4)=[CH:20][CH:19]=3)=[N:14][CH:13]=2)=[O:11])[CH:4]=[CH:5][CH:6]=[CH:7][CH:2]=1, predict the reactants needed to synthesize it. The reactants are: F[C:2]1[CH:7]=[C:6](F)[CH:5]=[CH:4][C:3]=1[N:9](CC1C=CC(OC)=CC=1)[C:10]([C:12]1[S:16][C:15]([NH:17][C:18]2[CH:23]=[CH:22][C:21]([C:24](=[O:33])/[CH:25]=[CH:26]/[CH2:27][N:28]3[CH2:32][CH2:31][CH2:30][CH2:29]3)=[CH:20][CH:19]=2)=[N:14][CH:13]=1)=[O:11].O.C(C1C(=O)C(Cl)=C(Cl)C(=O)C=1C#N)#N. (2) The reactants are: [Cl:1][C:2]1[CH:7]=[CH:6][C:5]([N:8]([C@H:12]2[C:21]3[C:16](=[CH:17][CH:18]=[CH:19][CH:20]=3)[N:15]([C:22]([C:24]3[CH:25]=NN(C(C)C)C=3)=[O:23])[C@@H:14]([CH3:32])[CH2:13]2)[C:9](=[O:11])[CH3:10])=[CH:4][CH:3]=1.[CH:33](N1C=[C:39]([C:41]([Cl:43])=[O:42])[CH:38]=N1)(C)C.Br[CH2:45][CH2:46][C:47]([CH3:54])([CH3:53])[C:48]([O:50][CH2:51][CH3:52])=[O:49].[C:55](=[O:58])([O-:57])[O-:56].[K+].[K+].[I-].[K+].C[N:64]([CH:66]=[O:67])C. Given the product [C:9]([N:8]([C:5]1[CH:4]=[CH:3][C:2]([Cl:1])=[CH:7][CH:6]=1)[C@H:12]1[C:21]2[C:16](=[CH:17][CH:18]=[CH:19][CH:20]=2)[N:15]([C:22]([C:24]2[O:42][N:64]=[C:66]([O:67][CH2:45][CH2:46][C:47]([CH3:54])([CH3:53])[C:48]([O:50][CH2:51][CH3:52])=[O:49])[CH:25]=2)=[O:23])[C@@H:14]([CH3:32])[CH2:13]1)(=[O:11])[CH3:10].[Cl:43][C:41]([C:39]1[O:56][N:64]=[C:66]([O:67][CH2:45][CH2:46][C:47]([CH3:54])([CH3:53])[C:48]([O:50][CH2:51][CH3:52])=[O:49])[CH:38]=1)=[O:42].[CH2:51]([O:50][C:48](=[O:49])[C:47]([CH3:54])([CH3:53])[CH2:46][CH2:45][O:67][C:66]1[CH:10]=[C:9]([C:55]([O:57][CH3:33])=[O:58])[O:11][N:64]=1)[CH3:52], predict the reactants needed to synthesize it. (3) Given the product [Cl:10][C:7]1[CH:8]=[CH:9][C:4]([CH:2]([OH:3])[CH3:1])=[CH:5][CH:6]=1, predict the reactants needed to synthesize it. The reactants are: [CH3:1][C:2]([C:4]1[CH:9]=[CH:8][C:7]([Cl:10])=[CH:6][CH:5]=1)=[O:3].[BH4-].[Na+].Cl. (4) Given the product [Cl:1][C:2]1[CH:3]=[C:4]([CH:8]=[CH:9][C:10]=1[O:11][CH:12]([CH3:14])[CH3:13])[CH2:5][OH:6], predict the reactants needed to synthesize it. The reactants are: [Cl:1][C:2]1[CH:3]=[C:4]([CH:8]=[CH:9][C:10]=1[O:11][CH:12]([CH3:14])[CH3:13])[C:5](O)=[O:6].B. (5) Given the product [F:35][CH:33]([F:34])[O:32][C:8]1[C:7]2[C:12](=[C:13]([F:16])[CH:14]=[CH:15][C:6]=2[O:5][CH2:4][C:3]([OH:36])=[O:2])[N:11]=[C:10]([CH2:17][CH3:18])[C:9]=1[CH2:19][C:20]1[CH:21]=[CH:22][C:23]([NH:26][S:27]([CH2:30][CH3:31])(=[O:28])=[O:29])=[CH:24][CH:25]=1, predict the reactants needed to synthesize it. The reactants are: C[O:2][C:3](=[O:36])[CH2:4][O:5][C:6]1[CH:15]=[CH:14][C:13]([F:16])=[C:12]2[C:7]=1[C:8]([O:32][CH:33]([F:35])[F:34])=[C:9]([CH2:19][C:20]1[CH:25]=[CH:24][C:23]([NH:26][S:27]([CH2:30][CH3:31])(=[O:29])=[O:28])=[CH:22][CH:21]=1)[C:10]([CH2:17][CH3:18])=[N:11]2.[OH-].[Na+].C(O)(=O)C. (6) The reactants are: [CH2:1]([C@@:4]1([C:20]2[CH:25]=[CH:24][C:23]([F:26])=[CH:22][CH:21]=2)[O:9][C:8](=[O:10])[N:7]([C@H:11]([C:13]2[CH:18]=[CH:17][C:16]([Br:19])=[CH:15][CH:14]=2)[CH3:12])[CH2:6][CH2:5]1)[CH:2]=[CH2:3].[OH2:27].O=O. Given the product [Br:19][C:16]1[CH:17]=[CH:18][C:13]([C@@H:11]([N:7]2[CH2:6][CH2:5][C@@:4]([C:20]3[CH:21]=[CH:22][C:23]([F:26])=[CH:24][CH:25]=3)([CH2:1][C:2](=[O:27])[CH3:3])[O:9][C:8]2=[O:10])[CH3:12])=[CH:14][CH:15]=1, predict the reactants needed to synthesize it. (7) Given the product [C:2]([C:4]1[CH:5]=[C:6]([C:14]2[O:18][N:17]=[C:16]([C:19]3[CH:35]=[CH:34][C:22]4[CH2:23][CH2:24][N:25]([CH2:28][CH2:29][CH2:30][C:31]([NH:38][CH3:36])=[O:32])[CH2:26][CH2:27][C:21]=4[CH:20]=3)[N:15]=2)[CH:7]=[CH:8][C:9]=1[O:10][CH:11]([CH3:13])[CH3:12])#[N:3], predict the reactants needed to synthesize it. The reactants are: [Na+].[C:2]([C:4]1[CH:5]=[C:6]([C:14]2[O:18][N:17]=[C:16]([C:19]3[CH:35]=[CH:34][C:22]4[CH2:23][CH2:24][N:25]([CH2:28][CH2:29][CH2:30][C:31]([O-])=[O:32])[CH2:26][CH2:27][C:21]=4[CH:20]=3)[N:15]=2)[CH:7]=[CH:8][C:9]=1[O:10][CH:11]([CH3:13])[CH3:12])#[N:3].[CH2:36]([N:38](CC)CC)C.CN.C(Cl)CCl.C1C=CC2N(O)N=NC=2C=1.C(=O)([O-])O.[Na+].